Dataset: Full USPTO retrosynthesis dataset with 1.9M reactions from patents (1976-2016). Task: Predict the reactants needed to synthesize the given product. (1) Given the product [NH2:1][C:8]1[C:9]([C:10]([O:12][CH2:13][CH3:14])=[O:11])=[N:16][C:17]2[C:18]([CH:19]=1)=[CH:21][CH:22]=[C:23]([O:33][CH2:32][CH3:31])[N:24]=2, predict the reactants needed to synthesize it. The reactants are: [N:1]1C=CC=CC=1.Br[CH2:8][C:9](=O)[C:10]([O:12][CH2:13][CH3:14])=[O:11].[NH2:16][C:17]1[N:24]=[C:23](Br)[CH:22]=[CH:21][C:18]=1[CH:19]=O.N1CCCC1.[CH3:31][CH2:32][OH:33]. (2) Given the product [OH:54][C@@H:53]([CH2:55][NH:1][CH2:2][CH2:3][C:4]1[CH:9]=[CH:8][C:7]([NH:10][CH:11]2[CH2:12][CH2:13][N:14]([S:17]([C:20]3[CH:21]=[CH:22][C:23]([CH3:26])=[CH:24][CH:25]=3)(=[O:19])=[O:18])[CH2:15][CH2:16]2)=[CH:6][CH:5]=1)[CH2:52][O:51][C:48]1[CH:49]=[CH:50][C:45]([OH:44])=[CH:46][CH:47]=1, predict the reactants needed to synthesize it. The reactants are: [NH2:1][CH2:2][CH2:3][C:4]1[CH:9]=[CH:8][C:7]([NH:10][CH:11]2[CH2:16][CH2:15][N:14]([S:17]([C:20]3[CH:25]=[CH:24][C:23]([CH3:26])=[CH:22][CH:21]=3)(=[O:19])=[O:18])[CH2:13][CH2:12]2)=[CH:6][CH:5]=1.C([Si]([O:44][C:45]1[CH:50]=[CH:49][C:48]([O:51][CH2:52][CH:53]2[CH2:55][O:54]2)=[CH:47][CH:46]=1)(C1C=CC=CC=1)C1C=CC=CC=1)(C)(C)C.